Dataset: Forward reaction prediction with 1.9M reactions from USPTO patents (1976-2016). Task: Predict the product of the given reaction. (1) Given the reactants C(OC(C)C)(=O)C.[F:8][C:9]1[CH:10]=[C:11]2[C:19](=[CH:20][CH:21]=1)[NH:18][C:17]1[CH2:16][CH2:15][CH:14]([C:22]([OH:24])=O)[CH2:13][C:12]2=1.[OH-].[NH4+:26].C(Cl)(=O)C(Cl)=O, predict the reaction product. The product is: [F:8][C:9]1[CH:10]=[C:11]2[C:19](=[CH:20][CH:21]=1)[NH:18][C:17]1[CH2:16][CH2:15][CH:14]([C:22]([NH2:26])=[O:24])[CH2:13][C:12]2=1. (2) Given the reactants [F:1][C:2]([F:8])([F:7])[C@H:3]([OH:6])[CH2:4][OH:5].FC(F)(F)C=C.[S:15](Cl)(Cl)(=[O:17])=[O:16].N1C=CN=C1, predict the reaction product. The product is: [F:1][C:2]([F:8])([F:7])[C@H:3]1[CH2:4][O:5][S:15](=[O:17])(=[O:16])[O:6]1. (3) Given the reactants [Cl:1][C:2]1[C:3]([F:33])=[C:4]([NH:9][C:10]2[C:19]3[C:14](=[CH:15][C:16]([OH:32])=[C:17]([O:20][CH:21]4[CH2:24][N:23](C(OCCCC)=O)[CH2:22]4)[CH:18]=3)[N:13]=[CH:12][N:11]=2)[CH:5]=[CH:6][C:7]=1[F:8], predict the reaction product. The product is: [NH:23]1[CH2:24][CH:21]([O:20][C:17]2[CH:18]=[C:19]3[C:14](=[CH:15][C:16]=2[OH:32])[N:13]=[CH:12][N:11]=[C:10]3[NH:9][C:4]2[CH:5]=[CH:6][C:7]([F:8])=[C:2]([Cl:1])[C:3]=2[F:33])[CH2:22]1.